Task: Predict which catalyst facilitates the given reaction.. Dataset: Catalyst prediction with 721,799 reactions and 888 catalyst types from USPTO (1) Reactant: [NH2:1][CH2:2][C:3]1[CH:17]=[CH:16][C:6]([CH2:7][NH:8][C:9](=[O:15])[O:10][C:11]([CH3:14])([CH3:13])[CH3:12])=[CH:5][CH:4]=1.[N:18]1[CH:23]=[CH:22][CH:21]=[CH:20][C:19]=1[CH:24]=O.[BH4-].[Na+]. Product: [N:18]1[CH:23]=[CH:22][CH:21]=[CH:20][C:19]=1[CH2:24][NH:1][CH2:2][C:3]1[CH:17]=[CH:16][C:6]([CH2:7][NH:8][C:9](=[O:15])[O:10][C:11]([CH3:12])([CH3:13])[CH3:14])=[CH:5][CH:4]=1. The catalyst class is: 5. (2) Reactant: C([O:3][C:4]([C:6]1[CH:15]=[C:14]([O:16][CH2:17][C:18]([N:20]2[CH2:25][CH2:24][N:23]([C:26]([O:28][C:29]([CH3:32])([CH3:31])[CH3:30])=[O:27])[CH2:22][CH2:21]2)=[O:19])[C:13]2[C:8](=[CH:9][C:10]([CH3:33])=[CH:11][CH:12]=2)[N:7]=1)=[O:5])C.[OH-].[Na+]. Product: [C:29]([O:28][C:26]([N:23]1[CH2:22][CH2:21][N:20]([C:18](=[O:19])[CH2:17][O:16][C:14]2[C:13]3[C:8](=[CH:9][C:10]([CH3:33])=[CH:11][CH:12]=3)[N:7]=[C:6]([C:4]([OH:5])=[O:3])[CH:15]=2)[CH2:25][CH2:24]1)=[O:27])([CH3:32])([CH3:30])[CH3:31]. The catalyst class is: 1. (3) Reactant: O1CCCC1.[NH2:6][C:7]1[C:12]([C:13]2[O:17][N:16]=[C:15]([CH2:18][C:19]3[CH:24]=[CH:23][C:22]([OH:25])=[CH:21][CH:20]=3)[CH:14]=2)=[CH:11][CH:10]=[C:9]([NH2:26])[N:8]=1.[OH-].[Na+].Cl[CH2:30][C:31]1[CH:36]=[CH:35][C:34]([F:37])=[CH:33][N:32]=1. Product: [F:37][C:34]1[CH:35]=[CH:36][C:31]([CH2:30][O:25][C:22]2[CH:23]=[CH:24][C:19]([CH2:18][C:15]3[CH:14]=[C:13]([C:12]4[C:7]([NH2:6])=[N:8][C:9]([NH2:26])=[CH:10][CH:11]=4)[O:17][N:16]=3)=[CH:20][CH:21]=2)=[N:32][CH:33]=1. The catalyst class is: 9. (4) Reactant: O1CCCC1.[CH2:6]([O:13][C:14]1[CH:15]=[C:16]([CH2:20][C:21](Cl)=[N:22][OH:23])[CH:17]=[CH:18][CH:19]=1)[C:7]1[CH:12]=[CH:11][CH:10]=[CH:9][CH:8]=1.[C:25]([C:27]1[C:28]([NH2:33])=[N:29][CH:30]=[CH:31][CH:32]=1)#[CH:26].C(N(CC)CC)C. Product: [CH2:6]([O:13][C:14]1[CH:15]=[C:16]([CH:17]=[CH:18][CH:19]=1)[CH2:20][C:21]1[CH:26]=[C:25]([C:27]2[C:28]([NH2:33])=[N:29][CH:30]=[CH:31][CH:32]=2)[O:23][N:22]=1)[C:7]1[CH:12]=[CH:11][CH:10]=[CH:9][CH:8]=1. The catalyst class is: 6. (5) Reactant: C(OC([N:8]1[CH2:12][C@@H:11]([CH2:13][N:14]([CH:31]([CH3:33])[CH3:32])[C:15](=[O:30])[C:16]2[CH:21]=[CH:20][C:19]([O:22][CH3:23])=[C:18]([O:24][CH2:25][CH2:26][CH2:27][O:28][CH3:29])[CH:17]=2)[C@H:10]([OH:34])[CH2:9]1)=O)(C)(C)C.Cl[CH2:36][C:37]1[N:41]=[C:40]([C:42]2[CH:47]=[CH:46][CH:45]=[CH:44][CH:43]=2)[O:39][N:38]=1.CC#N.O.CC#N. Product: [CH:31]([N:14]([CH2:13][C@H:11]1[C@H:10]([O:34][CH2:36][C:37]2[N:41]=[C:40]([C:42]3[CH:43]=[CH:44][CH:45]=[CH:46][CH:47]=3)[O:39][N:38]=2)[CH2:9][NH:8][CH2:12]1)[C:15](=[O:30])[C:16]1[CH:21]=[CH:20][C:19]([O:22][CH3:23])=[C:18]([O:24][CH2:25][CH2:26][CH2:27][O:28][CH3:29])[CH:17]=1)([CH3:32])[CH3:33]. The catalyst class is: 6. (6) Reactant: Br[C:2]1[CH:3]=[C:4]2[C:9](=[CH:10][CH:11]=1)[CH:8]=[C:7]([OH:12])[CH:6]=[CH:5]2.[CH2:13]([C:16]1[CH:21]=[CH:20][C:19](OB(O)O)=[CH:18][CH:17]=1)[CH2:14][CH3:15].C(C1C=CC(Br)=CC=1)CC.B(OC)(OC)OC.Cl.C(=O)([O-])[O-].[K+].[K+]. Product: [CH2:13]([C:16]1[CH:21]=[CH:20][C:19]([C:2]2[CH:3]=[C:4]3[C:9](=[CH:10][CH:11]=2)[CH:8]=[C:7]([OH:12])[CH:6]=[CH:5]3)=[CH:18][CH:17]=1)[CH2:14][CH3:15]. The catalyst class is: 234. (7) Reactant: [OH:1][CH2:2][C:3]1[C:11]2[C:6](=[N:7][CH:8]=[CH:9][CH:10]=2)[N:5]([C:12]([O:14][C:15]([CH3:18])([CH3:17])[CH3:16])=[O:13])[CH:4]=1.C(N(CC)CC)C.[CH3:26][S:27](Cl)(=[O:29])=[O:28]. Product: [CH3:26][S:27]([O:1][CH2:2][C:3]1[C:11]2[C:6](=[N:7][CH:8]=[CH:9][CH:10]=2)[N:5]([C:12]([O:14][C:15]([CH3:18])([CH3:17])[CH3:16])=[O:13])[CH:4]=1)(=[O:29])=[O:28]. The catalyst class is: 4.